Dataset: Catalyst prediction with 721,799 reactions and 888 catalyst types from USPTO. Task: Predict which catalyst facilitates the given reaction. Reactant: Cl[C:2]1[N:11]=[C:10]([C:12]2[CH:17]=[CH:16][C:15]([CH3:18])=[C:14]([F:19])[CH:13]=2)[C:9]([F:20])=[CH:8][C:3]=1[C:4]([O:6]C)=[O:5].C(=O)([O-])[O-].[Cs+].[Cs+].C(P(C(C)(C)C)C1C=CC2C(=CC=CC=2)C=1C1C2C(=CC=CC=2)C=CC=1)(C)(C)C.[Cl:56][C:57]1[CH:62]=[CH:61][CH:60]=[CH:59][C:58]=1[OH:63]. Product: [Cl:56][C:57]1[CH:62]=[CH:61][CH:60]=[CH:59][C:58]=1[O:63][C:2]1[N:11]=[C:10]([C:12]2[CH:17]=[CH:16][C:15]([CH3:18])=[C:14]([F:19])[CH:13]=2)[C:9]([F:20])=[CH:8][C:3]=1[C:4]([OH:6])=[O:5]. The catalyst class is: 487.